Predict the reactants needed to synthesize the given product. From a dataset of Full USPTO retrosynthesis dataset with 1.9M reactions from patents (1976-2016). (1) Given the product [Cl:1][C:2]1[C:3]([C:25]2[S:29][C:28]([C:30]3([OH:34])[CH2:33][CH2:32][CH2:31]3)=[N:27][CH:26]=2)=[C:4]2[CH:10]=[C:9]([C:11]3[CH:16]=[CH:15][C:14]([NH:17][C:18](=[O:23])[CH2:19][N:20]([CH3:21])[CH3:22])=[CH:13][C:12]=3[CH3:24])[NH:8][C:5]2=[N:6][CH:7]=1, predict the reactants needed to synthesize it. The reactants are: [Cl:1][C:2]1[C:3]([C:25]2[S:29][C:28]([C:30]3([O:34]COC)[CH2:33][CH2:32][CH2:31]3)=[N:27][CH:26]=2)=[C:4]2[CH:10]=[C:9]([C:11]3[CH:16]=[CH:15][C:14]([NH:17][C:18](=[O:23])[CH2:19][N:20]([CH3:22])[CH3:21])=[CH:13][C:12]=3[CH3:24])[NH:8][C:5]2=[N:6][CH:7]=1.ClC1C(C2SC(C3(OCOC)CCC3)=NC=2)=C2C=C(C3N=C(C4CCCN(C(OC(C)(C)C)=O)C4)ON=3)NC2=NC=1. (2) Given the product [C:32]([C:2]1[CH:3]=[CH:4][C:5]([CH2:8][C:9]([NH:11][C:12]2[CH:17]=[C:16]([C:18]([C:20]3[C:28]4[CH:27]=[N:26][CH:25]=[N:24][C:23]=4[N:22]([CH:29]([CH3:31])[CH3:30])[CH:21]=3)=[O:19])[CH:15]=[CH:14][N:13]=2)=[O:10])=[N:6][CH:7]=1)#[N:33], predict the reactants needed to synthesize it. The reactants are: Br[C:2]1[CH:3]=[CH:4][C:5]([CH2:8][C:9]([NH:11][C:12]2[CH:17]=[C:16]([C:18]([C:20]3[C:28]4[CH:27]=[N:26][CH:25]=[N:24][C:23]=4[N:22]([CH:29]([CH3:31])[CH3:30])[CH:21]=3)=[O:19])[CH:15]=[CH:14][N:13]=2)=[O:10])=[N:6][CH:7]=1.[CH3:32][N:33](C=O)C. (3) Given the product [CH3:1][C:2]1[C:7]2[N:8]=[C:9]([C:24]([C@H:21]3[CH2:20][CH2:19][C@H:18]([NH:17][CH2:16][C:39]4[CH:40]=[CH:41][C:35]5[S:34][CH2:33][C:32](=[O:31])[NH:37][C:36]=5[CH:38]=4)[CH2:23][CH2:22]3)=[O:29])[S:10][C:6]=2[CH:5]=[CH:4][CH:3]=1, predict the reactants needed to synthesize it. The reactants are: [CH3:1][C:2]1[C:7]2[N:8]=[CH:9][S:10][C:6]=2[CH:5]=[CH:4][CH:3]=1.C(O[C:16](=O)[NH:17][C@H:18]1[CH2:23][CH2:22][C@H:21]([C:24](=[O:29])N(OC)C)[CH2:20][CH2:19]1)(C)(C)C.[O:31]=[C:32]1[NH:37][C:36]2[CH:38]=[C:39](C=O)[CH:40]=[CH:41][C:35]=2[S:34][CH2:33]1. (4) Given the product [C:31]([O:30][C:28]([N:23]1[CH2:22][CH2:21][C:20]2[C:25](=[CH:26][CH:27]=[C:18]([NH:17][C:5]([O:7][C:8]3[CH:13]=[CH:12][C:11]([N+:14]([O-:16])=[O:15])=[CH:10][CH:9]=3)=[O:6])[CH:19]=2)[CH2:24]1)=[O:29])([CH3:34])([CH3:32])[CH3:33], predict the reactants needed to synthesize it. The reactants are: ClCCl.Cl[C:5]([O:7][C:8]1[CH:13]=[CH:12][C:11]([N+:14]([O-:16])=[O:15])=[CH:10][CH:9]=1)=[O:6].[NH2:17][C:18]1[CH:19]=[C:20]2[C:25](=[CH:26][CH:27]=1)[CH2:24][N:23]([C:28]([O:30][C:31]([CH3:34])([CH3:33])[CH3:32])=[O:29])[CH2:22][CH2:21]2.